Dataset: Full USPTO retrosynthesis dataset with 1.9M reactions from patents (1976-2016). Task: Predict the reactants needed to synthesize the given product. (1) The reactants are: [F:1][C:2]1[CH:7]=[CH:6][C:5]([N:8]2[C:12]([C:13]([O:15][CH2:16][CH3:17])=[O:14])=[CH:11][N:10]=[CH:9]2)=[CH:4][CH:3]=1.[I:18]N1C(=O)CCC1=O.S([O-])([O-])(=O)=S.[Na+].[Na+]. Given the product [F:1][C:2]1[CH:3]=[CH:4][C:5]([N:8]2[C:12]([C:13]([O:15][CH2:16][CH3:17])=[O:14])=[CH:11][N:10]=[C:9]2[I:18])=[CH:6][CH:7]=1, predict the reactants needed to synthesize it. (2) Given the product [C:18]([CH2:17][CH2:16][NH:15][C:13]([C:3]1[C:2]([NH:1][C:25]([CH:20]2[CH2:24][CH2:23][CH2:22][CH2:21]2)=[O:26])=[CH:6][N:5]([CH:7]2[CH2:12][CH2:11][CH2:10][CH2:9][O:8]2)[N:4]=1)=[O:14])#[N:19], predict the reactants needed to synthesize it. The reactants are: [NH2:1][C:2]1[C:3]([C:13]([NH:15][CH2:16][CH2:17][C:18]#[N:19])=[O:14])=[N:4][N:5]([CH:7]2[CH2:12][CH2:11][CH2:10][CH2:9][O:8]2)[CH:6]=1.[CH:20]1([C:25](O)=[O:26])[CH2:24][CH2:23][CH2:22][CH2:21]1.CCN=C=NCCCN(C)C.C1C=CC2N(O)N=NC=2C=1. (3) Given the product [Cl:1][C:2]1[C:3]([C:31]2[C:39]3[C:34](=[CH:35][CH:36]=[CH:37][CH:38]=3)[N:33]([S:40]([C:43]3[CH:48]=[CH:47][CH:46]=[CH:45][CH:44]=3)(=[O:42])=[O:41])[CH:32]=2)=[N:4][C:5]([NH:8][C@@H:9]2[CH2:14][CH2:13][CH2:12][C@H:11]([N:15]([CH2:16][C:17]3[CH:22]=[CH:21][C:20]([NH:23][C:24](=[O:30])[O:25][C:26]([CH3:29])([CH3:28])[CH3:27])=[CH:19][CH:18]=3)[CH3:51])[CH2:10]2)=[N:6][CH:7]=1, predict the reactants needed to synthesize it. The reactants are: [Cl:1][C:2]1[C:3]([C:31]2[C:39]3[C:34](=[CH:35][CH:36]=[CH:37][CH:38]=3)[N:33]([S:40]([C:43]3[CH:48]=[CH:47][CH:46]=[CH:45][CH:44]=3)(=[O:42])=[O:41])[CH:32]=2)=[N:4][C:5]([NH:8][C@@H:9]2[CH2:14][CH2:13][CH2:12][C@H:11]([NH:15][CH2:16][C:17]3[CH:22]=[CH:21][C:20]([NH:23][C:24](=[O:30])[O:25][C:26]([CH3:29])([CH3:28])[CH3:27])=[CH:19][CH:18]=3)[CH2:10]2)=[N:6][CH:7]=1.C=O.[CH3:51]C(O)=O.[BH-](OC(C)=O)(OC(C)=O)OC(C)=O.[Na+]. (4) Given the product [CH3:1][N:2]1[C:6]2[CH:7]=[CH:8][C:9]([N:11]3[CH:16]=[C:15]([C:17]([O:19][CH2:20][CH3:21])=[O:18])[C:14](=[O:22])[N:13]([CH:32]4[C:33]5[C:28](=[C:27]([C:26]([F:25])([F:38])[F:39])[CH:36]=[CH:35][CH:34]=5)[CH2:29][CH2:30][CH2:31]4)[C:12]3=[O:23])=[CH:10][C:5]=2[O:4][C:3]1=[O:24], predict the reactants needed to synthesize it. The reactants are: [CH3:1][N:2]1[C:6]2[CH:7]=[CH:8][C:9]([N:11]3[CH:16]=[C:15]([C:17]([O:19][CH2:20][CH3:21])=[O:18])[C:14](=[O:22])[NH:13][C:12]3=[O:23])=[CH:10][C:5]=2[O:4][C:3]1=[O:24].[F:25][C:26]([F:39])([F:38])[C:27]1[CH:36]=[CH:35][CH:34]=[C:33]2[C:28]=1[CH2:29][CH2:30][CH2:31][CH:32]2O.C1(P(C2C=CC=CC=2)C2C=CC=CC=2)C=CC=CC=1.CC(OC(/N=N/C(OC(C)C)=O)=O)C.Cl. (5) Given the product [C:14]([CH:11]1[CH2:10][CH2:9][N:8]([C:6]2[CH:7]=[C:2]([Cl:1])[CH:3]=[CH:4][C:5]=2[CH2:17][N:23]2[CH2:22][CH2:21][N:20]([C:26]([O:28][CH:29]([C:30]([F:31])([F:32])[F:33])[C:34]([F:37])([F:36])[F:35])=[O:27])[CH2:25][CH2:24]2)[CH2:13][CH2:12]1)(=[O:15])[NH2:16], predict the reactants needed to synthesize it. The reactants are: [Cl:1][C:2]1[CH:3]=[CH:4][C:5]([CH:17]=O)=[C:6]([N:8]2[CH2:13][CH2:12][CH:11]([C:14]([NH2:16])=[O:15])[CH2:10][CH2:9]2)[CH:7]=1.Cl.[N:20]1([C:26]([O:28][CH:29]([C:34]([F:37])([F:36])[F:35])[C:30]([F:33])([F:32])[F:31])=[O:27])[CH2:25][CH2:24][NH:23][CH2:22][CH2:21]1.CN(C=O)C.[BH-](OC(C)=O)(OC(C)=O)OC(C)=O.[Na+]. (6) Given the product [F:32][C:26]1[CH:27]=[CH:28][CH:29]=[C:30]([F:31])[C:25]=1[NH:24][C:22](=[O:23])[C:21]1[CH:33]=[C:17]([C:9]2[N:10]=[C:11]3[CH:16]=[CH:15][CH:14]=[CH:13][N:12]3[C:8]=2[C:6]2[CH:5]=[CH:4][N:3]=[C:2]([NH:42][C:41]3[CH:43]=[CH:44][C:45]([CH2:47][CH2:48][N:49]4[CH2:50][CH2:51][N:52]([CH3:55])[CH2:53][CH2:54]4)=[CH:46][C:40]=3[O:39][CH3:38])[N:7]=2)[CH:18]=[CH:19][C:20]=1[O:34][CH:35]([CH3:37])[CH3:36], predict the reactants needed to synthesize it. The reactants are: Cl[C:2]1[N:7]=[C:6]([C:8]2[N:12]3[CH:13]=[CH:14][CH:15]=[CH:16][C:11]3=[N:10][C:9]=2[C:17]2[CH:18]=[CH:19][C:20]([O:34][CH:35]([CH3:37])[CH3:36])=[C:21]([CH:33]=2)[C:22]([NH:24][C:25]2[C:30]([F:31])=[CH:29][CH:28]=[CH:27][C:26]=2[F:32])=[O:23])[CH:5]=[CH:4][N:3]=1.[CH3:38][O:39][C:40]1[CH:46]=[C:45]([CH2:47][CH2:48][N:49]2[CH2:54][CH2:53][N:52]([CH3:55])[CH2:51][CH2:50]2)[CH:44]=[CH:43][C:41]=1[NH2:42]. (7) The reactants are: Cl[C:2]1[C:11]2[C:6](=[CH:7][C:8]([S:12]([NH:15][C:16]3[CH:21]=[CH:20][N:19]=[CH:18][N:17]=3)(=[O:14])=[O:13])=[CH:9][CH:10]=2)[CH:5]=[CH:4][N:3]=1.[Cl:22][C:23]1[CH:24]=[C:25]([N:29]2[CH:33]=[C:32](B(O)O)[CH:31]=[N:30]2)[CH:26]=[CH:27][CH:28]=1.P([O-])([O-])([O-])=O.[K+].[K+].[K+].O1CCOCC1. Given the product [Cl:22][C:23]1[CH:24]=[C:25]([N:29]2[CH:33]=[C:32]([C:2]3[C:11]4[C:6](=[CH:7][C:8]([S:12]([NH:15][C:16]5[CH:21]=[CH:20][N:19]=[CH:18][N:17]=5)(=[O:14])=[O:13])=[CH:9][CH:10]=4)[CH:5]=[CH:4][N:3]=3)[CH:31]=[N:30]2)[CH:26]=[CH:27][CH:28]=1, predict the reactants needed to synthesize it.